Dataset: Forward reaction prediction with 1.9M reactions from USPTO patents (1976-2016). Task: Predict the product of the given reaction. (1) Given the reactants [Cl:1][C:2]1[CH:7]=[CH:6][C:5]([C:8]2[C:12]3[CH:13]=[CH:14][C:15]([C:17]#[C:18][CH2:19][CH2:20][CH2:21]OS(C)(=O)=O)=[CH:16][C:11]=3[S:10][N:9]=2)=[CH:4][CH:3]=1.[NH:27]1[CH2:30][CH2:29][CH2:28]1, predict the reaction product. The product is: [N:27]1([CH2:21][CH2:20][CH2:19][C:18]#[C:17][C:15]2[CH:14]=[CH:13][C:12]3[C:8]([C:5]4[CH:6]=[CH:7][C:2]([Cl:1])=[CH:3][CH:4]=4)=[N:9][S:10][C:11]=3[CH:16]=2)[CH2:30][CH2:29][CH2:28]1. (2) The product is: [F:36][C:25]([F:24])([F:35])[C:26]([C:28]1[CH:29]=[CH:30][C:31]([F:34])=[CH:32][CH:33]=1)([C:2]1[CH:7]=[C:6]([CH3:8])[C:5]([N:9]([Si:14]([CH3:17])([CH3:16])[CH3:15])[Si:10]([CH3:13])([CH3:12])[CH3:11])=[C:4]([CH3:18])[CH:3]=1)[OH:27]. Given the reactants Br[C:2]1[CH:7]=[C:6]([CH3:8])[C:5]([N:9]([Si:14]([CH3:17])([CH3:16])[CH3:15])[Si:10]([CH3:13])([CH3:12])[CH3:11])=[C:4]([CH3:18])[CH:3]=1.C([Li])CCC.[F:24][C:25]([F:36])([F:35])[C:26]([C:28]1[CH:33]=[CH:32][C:31]([F:34])=[CH:30][CH:29]=1)=[O:27], predict the reaction product.